Predict the reaction yield, written as a fraction of the theoretical maximum amount of product (1.0 means a 100% yield; for example, 0.34 means a 34% yield). From a dataset of Reaction yield outcomes from USPTO patents with 853,638 reactions. The reactants are [OH-].[K+].[Cl:3][C:4]1[CH:9]=[CH:8][C:7]([C:10]2[O:11][C:12]3[CH:23]=[C:22]([N:24](CS(C)(=O)=O)[S:25]([CH3:28])(=[O:27])=[O:26])[C:21]([CH:34]4[CH2:36][CH2:35]4)=[CH:20][C:13]=3[C:14]=2[C:15]([O:17]CC)=[O:16])=[CH:6][CH:5]=1. The catalyst is C(O)C.O. The product is [CH:34]1([C:21]2[C:22]([NH:24][S:25]([CH3:28])(=[O:27])=[O:26])=[CH:23][C:12]3[O:11][C:10]([C:7]4[CH:8]=[CH:9][C:4]([Cl:3])=[CH:5][CH:6]=4)=[C:14]([C:15]([OH:17])=[O:16])[C:13]=3[CH:20]=2)[CH2:35][CH2:36]1. The yield is 1.00.